This data is from NCI-60 drug combinations with 297,098 pairs across 59 cell lines. The task is: Regression. Given two drug SMILES strings and cell line genomic features, predict the synergy score measuring deviation from expected non-interaction effect. (1) Drug 1: C1CC(=O)NC(=O)C1N2CC3=C(C2=O)C=CC=C3N. Drug 2: C1=CC=C(C(=C1)C(C2=CC=C(C=C2)Cl)C(Cl)Cl)Cl. Cell line: IGROV1. Synergy scores: CSS=9.75, Synergy_ZIP=-0.162, Synergy_Bliss=1.78, Synergy_Loewe=1.29, Synergy_HSA=1.67. (2) Drug 1: CC1=C(C=C(C=C1)NC(=O)C2=CC=C(C=C2)CN3CCN(CC3)C)NC4=NC=CC(=N4)C5=CN=CC=C5. Cell line: MCF7. Synergy scores: CSS=12.2, Synergy_ZIP=-1.65, Synergy_Bliss=-3.27, Synergy_Loewe=-19.7, Synergy_HSA=-6.42. Drug 2: CC1=C(C(=O)C2=C(C1=O)N3CC4C(C3(C2COC(=O)N)OC)N4)N. (3) Drug 1: CN1C(=O)N2C=NC(=C2N=N1)C(=O)N. Drug 2: CC1=C2C(C(=O)C3(C(CC4C(C3C(C(C2(C)C)(CC1OC(=O)C(C(C5=CC=CC=C5)NC(=O)C6=CC=CC=C6)O)O)OC(=O)C7=CC=CC=C7)(CO4)OC(=O)C)O)C)OC(=O)C. Cell line: RPMI-8226. Synergy scores: CSS=10.3, Synergy_ZIP=8.59, Synergy_Bliss=7.80, Synergy_Loewe=-36.8, Synergy_HSA=6.42. (4) Drug 1: C1CCC(CC1)NC(=O)N(CCCl)N=O. Drug 2: CNC(=O)C1=NC=CC(=C1)OC2=CC=C(C=C2)NC(=O)NC3=CC(=C(C=C3)Cl)C(F)(F)F. Cell line: NCI-H226. Synergy scores: CSS=40.7, Synergy_ZIP=-2.77, Synergy_Bliss=2.49, Synergy_Loewe=-0.985, Synergy_HSA=3.40.